From a dataset of Reaction yield outcomes from USPTO patents with 853,638 reactions. Predict the reaction yield, written as a fraction of the theoretical maximum amount of product (1.0 means a 100% yield; for example, 0.34 means a 34% yield). The reactants are [CH3:1][NH:2][CH2:3][CH2:4][OH:5].[CH2:6]1[O:16][C:15]2[CH:14]=[CH:13][C:10]([CH2:11]Cl)=[CH:9][C:8]=2[O:7]1.[OH-].[Na+]. The catalyst is C(Cl)Cl. The product is [O:16]1[C:15]2[CH:14]=[CH:13][C:10]([CH2:11][N:2]([CH3:1])[CH2:3][CH2:4][OH:5])=[CH:9][C:8]=2[O:7][CH2:6]1. The yield is 0.830.